This data is from Full USPTO retrosynthesis dataset with 1.9M reactions from patents (1976-2016). The task is: Predict the reactants needed to synthesize the given product. (1) Given the product [NH2:15][C:16]1[C:21]([NH:22][CH:35]2[CH2:36][CH2:37][N:32]([C:30]([O:29][C:25]([CH3:28])([CH3:27])[CH3:26])=[O:31])[CH2:33][CH2:34]2)=[CH:20][CH:19]=[C:18]([O:23][CH3:24])[N:17]=1, predict the reactants needed to synthesize it. The reactants are: C(O[BH-](OC(=O)C)OC(=O)C)(=O)C.[Na+].[NH2:15][C:16]1[C:21]([NH2:22])=[CH:20][CH:19]=[C:18]([O:23][CH3:24])[N:17]=1.[C:25]([O:29][C:30]([N:32]1[CH2:37][CH2:36][C:35](=O)[CH2:34][CH2:33]1)=[O:31])([CH3:28])([CH3:27])[CH3:26]. (2) Given the product [CH:1](=[N:8][N:9]=[C:10]([Cl:24])[C:11]1[CH:16]=[CH:15][C:14]([C:17]([F:20])([F:19])[F:18])=[CH:13][CH:12]=1)[C:2]1[CH:7]=[CH:6][CH:5]=[CH:4][CH:3]=1, predict the reactants needed to synthesize it. The reactants are: [CH:1](=[N:8][NH:9][C:10](=O)[C:11]1[CH:16]=[CH:15][C:14]([C:17]([F:20])([F:19])[F:18])=[CH:13][CH:12]=1)[C:2]1[CH:7]=[CH:6][CH:5]=[CH:4][CH:3]=1.S(Cl)([Cl:24])=O. (3) The reactants are: Cl[C:2]1[C:11]2[C:6](=[CH:7][C:8]([O:14][CH2:15][CH2:16][N:17]3[CH2:22][CH2:21][CH2:20][CH2:19][CH2:18]3)=[C:9]([O:12][CH3:13])[CH:10]=2)[N:5]=[CH:4][N:3]=1.C(=O)([O-])[O-].[K+].[K+].[OH:29][C:30]1[CH:39]=[C:38]2[C:33]([CH:34]=[CH:35][CH:36]=[N:37]2)=[CH:32][CH:31]=1.[OH-].[Na+]. Given the product [CH3:13][O:12][C:9]1[CH:10]=[C:11]2[C:6](=[CH:7][C:8]=1[O:14][CH2:15][CH2:16][N:17]1[CH2:22][CH2:21][CH2:20][CH2:19][CH2:18]1)[N:5]=[CH:4][N:3]=[C:2]2[O:29][C:30]1[CH:39]=[C:38]2[C:33]([CH:34]=[CH:35][CH:36]=[N:37]2)=[CH:32][CH:31]=1, predict the reactants needed to synthesize it. (4) Given the product [OH:36][CH2:34][CH:21]1[CH2:22][CH2:23][CH:18]([C:15]2([C:26]3[CH:31]=[CH:30][CH:29]=[C:28]([F:32])[C:27]=3[F:33])[CH2:16][CH2:17][CH:12]([CH2:7][CH2:8][CH2:9][CH2:10][CH3:11])[CH2:13][CH2:14]2)[CH2:19][CH2:20]1, predict the reactants needed to synthesize it. The reactants are: [H-].[Al+3].[Li+].[H-].[H-].[H-].[CH2:7]([CH:12]1[CH2:17][CH2:16][C:15]([C:26]2[CH:31]=[CH:30][CH:29]=[C:28]([F:32])[C:27]=2[F:33])([C:18]2(C=O)[CH2:23][CH2:22][CH2:21][CH2:20][CH2:19]2)[CH2:14][CH2:13]1)[CH2:8][CH2:9][CH2:10][CH3:11].[C:34](OCC)(=[O:36])C.N. (5) Given the product [F:33][C:34]([F:39])([F:38])[C:35]([OH:37])=[O:36].[F:31][C:28]1[CH:29]=[CH:30][C:25]2[O:24][N:23]=[C:22]([CH:19]3[CH2:20][CH2:21][N:16]([CH2:15][CH2:14][C@H:11]4[CH2:12][CH2:13][C@H:8]([NH2:7])[CH2:9][CH2:10]4)[CH2:17][CH2:18]3)[C:26]=2[CH:27]=1, predict the reactants needed to synthesize it. The reactants are: C(OC(=O)[NH:7][C@H:8]1[CH2:13][CH2:12][C@H:11]([CH2:14][CH2:15][N:16]2[CH2:21][CH2:20][CH:19]([C:22]3[C:26]4[CH:27]=[C:28]([F:31])[CH:29]=[CH:30][C:25]=4[O:24][N:23]=3)[CH2:18][CH2:17]2)[CH2:10][CH2:9]1)(C)(C)C.[F:33][C:34]([F:39])([F:38])[C:35]([OH:37])=[O:36].C([O-])(O)=O.[Na+]. (6) Given the product [CH2:14]([O:13][C:2]1[CH:7]=[C:6]([CH:5]=[CH:4][N:3]=1)[C:8]#[N:9])[C:15]1[CH:2]=[CH:7][CH:6]=[CH:5][CH:4]=1, predict the reactants needed to synthesize it. The reactants are: Cl[C:2]1[CH:7]=[C:6]([C:8]#[N:9])[CH:5]=[CH:4][N:3]=1.C([O:13][CH2:14][CH3:15])(=O)C.O.